Dataset: Reaction yield outcomes from USPTO patents with 853,638 reactions. Task: Predict the reaction yield, written as a fraction of the theoretical maximum amount of product (1.0 means a 100% yield; for example, 0.34 means a 34% yield). (1) The catalyst is CC(OC1C=CC=C(OC(C)C)C=1C1C(P(C2CCCCC2)C2CCCCC2)=CC=CC=1)C. The reactants are Br[C:2]1[CH:7]=[CH:6][CH:5]=[CH:4][C:3]=1[C:8]([C:27]([O:29][CH3:30])=[O:28])=[C:9]([NH:11][CH:12]([CH:14]1[CH2:19][CH2:18][N:17]([C:20]([O:22][C:23]([CH3:26])([CH3:25])[CH3:24])=[O:21])[CH2:16][CH2:15]1)[CH3:13])[CH3:10].C1(P(C2CCCCC2)C2C=CC=CC=2C2C(OC(C)C)=CC=CC=2OC(C)C)CCCCC1.O1CCOCC1.C[O-].[Na+]. The yield is 0.689. The product is [C:23]([O:22][C:20]([N:17]1[CH2:18][CH2:19][CH:14]([CH:12]([N:11]2[C:4]3[C:3](=[CH:2][CH:7]=[CH:6][CH:5]=3)[C:8]([C:27]([O:29][CH3:30])=[O:28])=[C:9]2[CH3:10])[CH3:13])[CH2:15][CH2:16]1)=[O:21])([CH3:26])([CH3:25])[CH3:24]. (2) The reactants are [F:1][C:2]1[CH:8]=[CH:7][C:5]([NH2:6])=[CH:4][C:3]=1[N+:9]([O-:11])=[O:10].C(=O)(O)[O-].[Na+].[C:17](Cl)(=[O:20])[CH:18]=[CH2:19]. The catalyst is O1CCCC1.O.C(OC(=O)C)C. The product is [F:1][C:2]1[CH:8]=[CH:7][C:5]([NH:6][C:17](=[O:20])[CH:18]=[CH2:19])=[CH:4][C:3]=1[N+:9]([O-:11])=[O:10]. The yield is 0.740. (3) The reactants are [CH2:1]([O:3][C:4]1[C:13]2[C:8](=[CH:9][CH:10]=[CH:11][CH:12]=2)[C:7]([O:14][CH2:15][CH3:16])=[C:6]([C:17]([OH:19])=O)[C:5]=1[C:20]([OH:22])=[O:21])[CH3:2].S(Cl)(Cl)=O. The catalyst is C(Cl)(Cl)Cl. The product is [CH2:15]([O:14][C:7]1[C:8]2[C:13](=[CH:12][CH:11]=[CH:10][CH:9]=2)[C:4]([O:3][CH2:1][CH3:2])=[C:5]2[C:20]([O:21][C:17](=[O:19])[C:6]=12)=[O:22])[CH3:16]. The yield is 0.990. (4) The yield is 0.670. The catalyst is C1(C)C=CC=CC=1. The reactants are C(N(CC)CC)C.[CH2:8]([CH:11]([CH2:15][CH2:16][CH3:17])[C:12](Cl)=[O:13])[CH2:9][CH3:10].[CH2:18]([O:20][C:21]#[CH:22])[CH3:19]. The product is [CH2:21]([O:20][C:18]1[C:11]([CH2:15][CH2:16][CH3:17])([CH2:8][CH2:9][CH3:10])[C:12](=[O:13])[CH:19]=1)[CH3:22].